Dataset: Full USPTO retrosynthesis dataset with 1.9M reactions from patents (1976-2016). Task: Predict the reactants needed to synthesize the given product. Given the product [Cl:17][C:5]1[C:4]2[CH:9]=[C:10]([CH3:12])[S:11][C:3]=2[C:2]([C:14]#[N:15])=[CH:7][N:6]=1, predict the reactants needed to synthesize it. The reactants are: Br[C:2]1[C:3]2[S:11][C:10]([CH3:12])=[CH:9][C:4]=2[C:5](=O)[NH:6][CH:7]=1.[Cu][C:14]#[N:15].O.[ClH:17].